This data is from Reaction yield outcomes from USPTO patents with 853,638 reactions. The task is: Predict the reaction yield, written as a fraction of the theoretical maximum amount of product (1.0 means a 100% yield; for example, 0.34 means a 34% yield). (1) The reactants are [C:1]([NH:8][CH2:9][CH2:10][NH2:11])([O:3]C(C)(C)C)=O.[C:12]1([CH3:21])[CH:17]=[CH:16][CH:15]=[C:14]([N:18]=C=O)[CH:13]=1. The catalyst is C(#N)C. The product is [CH3:21][C:12]1[CH:13]=[C:14]([NH:18][C:1]([NH:8][CH2:9][CH2:10][NH2:11])=[O:3])[CH:15]=[CH:16][CH:17]=1. The yield is 0.210. (2) The reactants are [CH2:1]([OH:4])[CH2:2][OH:3].C1(C)C=CC(S(O)(=O)=O)=CC=1.[Br:16][C:17]1[CH:18]=[CH:19][C:20]([CH:23]=O)=[N:21][CH:22]=1. The catalyst is C1(C)C=CC=CC=1. The product is [Br:16][C:17]1[CH:18]=[CH:19][C:20]([CH:23]2[O:4][CH2:1][CH2:2][O:3]2)=[N:21][CH:22]=1. The yield is 0.840. (3) The yield is 0.150. The product is [CH:1]1([CH:5]=[CH:12][C:10]([O:9][CH2:7][CH3:8])=[O:11])[CH2:2][CH2:3][CH2:4]1. The catalyst is C(Cl)(Cl)Cl.[O-2].[O-2].[Mn+4]. The reactants are [CH:1]1([CH2:5]O)[CH2:4][CH2:3][CH2:2]1.[CH2:7]([O:9][C:10]([CH:12]=P(C1C=CC=CC=1)(C1C=CC=CC=1)C1C=CC=CC=1)=[O:11])[CH3:8].N1C=CC=CC=1. (4) The reactants are Cl.Cl[C:3]1[C:12]2[C:7](=[CH:8][C:9]([O:21][CH3:22])=[CH:10][C:11]=2[O:13][CH:14]2[CH2:19][CH2:18][N:17]([CH3:20])[CH2:16][CH2:15]2)[N:6]=[CH:5][N:4]=1.[Br:23][C:24]1[CH:25]=[C:26]([CH:28]=[CH:29][CH:30]=1)[NH2:27]. The product is [Br:23][C:24]1[CH:25]=[C:26]([CH:28]=[CH:29][CH:30]=1)[NH:27][C:3]1[C:12]2[C:7](=[CH:8][C:9]([O:21][CH3:22])=[CH:10][C:11]=2[O:13][CH:14]2[CH2:19][CH2:18][N:17]([CH3:20])[CH2:16][CH2:15]2)[N:6]=[CH:5][N:4]=1. The yield is 0.430. The catalyst is O1CCOCC1. (5) The reactants are [CH3:1][O:2][C:3]([C:5]1[CH:6]=[N:7][CH:8]=[C:9](Br)[CH:10]=1)=[O:4].C(=O)([O-])[O-].[Cs+].[Cs+].[Cl:18][C:19]1[CH:24]=[CH:23][C:22](B(O)O)=[CH:21][CH:20]=1. The catalyst is CN(C)C=O.C1C=CC([P]([Pd]([P](C2C=CC=CC=2)(C2C=CC=CC=2)C2C=CC=CC=2)([P](C2C=CC=CC=2)(C2C=CC=CC=2)C2C=CC=CC=2)[P](C2C=CC=CC=2)(C2C=CC=CC=2)C2C=CC=CC=2)(C2C=CC=CC=2)C2C=CC=CC=2)=CC=1. The product is [CH3:1][O:2][C:3](=[O:4])[C:5]1[CH:10]=[C:9]([C:22]2[CH:23]=[CH:24][C:19]([Cl:18])=[CH:20][CH:21]=2)[CH:8]=[N:7][CH:6]=1. The yield is 0.690. (6) The reactants are [N:1]1[C:10]2[C:5](=[CH:6][CH:7]=[CH:8][C:9]=2[NH2:11])[CH:4]=[N:3][CH:2]=1.[C:12]1([S:18](Cl)(=[O:20])=[O:19])[CH:17]=[CH:16][CH:15]=[CH:14][CH:13]=1. The catalyst is CN(C1C=CN=CC=1)C.N1C=CC=CC=1. The product is [N:1]1[C:10]2[C:5](=[CH:6][CH:7]=[CH:8][C:9]=2[NH:11][S:18]([C:12]2[CH:17]=[CH:16][CH:15]=[CH:14][CH:13]=2)(=[O:20])=[O:19])[CH:4]=[N:3][CH:2]=1. The yield is 0.540. (7) The yield is 0.854. The catalyst is C1COCC1.ClCCl. The reactants are C([O:4][C@H:5]1[CH2:22][CH2:21][C@@:20]2([CH3:23])[C@@H:7]([CH2:8][CH2:9][C@:10]3([CH3:47])[C@@H:19]2[CH2:18][CH2:17][C@H:16]2[C@@:11]3([CH3:46])[CH2:12][CH2:13][C@@:14]3([C:31]([N:33]4[CH2:38][CH2:37][N:36]([CH2:39][CH2:40][O:41][CH2:42][CH2:43][O:44][CH3:45])[CH2:35][CH2:34]4)=[O:32])[CH2:26][CH2:25][C@@H:24]([C:27]4([CH3:30])[CH2:29][CH2:28]4)[C@@H:15]32)[C:6]1([CH3:49])[CH3:48])(=O)C.CO. The product is [OH:4][C@H:5]1[CH2:22][CH2:21][C@@:20]2([CH3:23])[C@@H:7]([CH2:8][CH2:9][C@:10]3([CH3:47])[C@@H:19]2[CH2:18][CH2:17][C@H:16]2[C@@:11]3([CH3:46])[CH2:12][CH2:13][C@@:14]3([C:31]([N:33]4[CH2:34][CH2:35][N:36]([CH2:39][CH2:40][O:41][CH2:42][CH2:43][O:44][CH3:45])[CH2:37][CH2:38]4)=[O:32])[CH2:26][CH2:25][C@@H:24]([C:27]4([CH3:30])[CH2:29][CH2:28]4)[C@@H:15]32)[C:6]1([CH3:49])[CH3:48]. (8) The reactants are [Br:1][C:2]1[CH:10]=[C:6]([C:7]([OH:9])=O)[C:5]([OH:11])=[CH:4][CH:3]=1.[F:12][C:13]([F:26])([F:25])[C:14]1[CH:20]=[CH:19][C:18]([C:21]([F:24])([F:23])[F:22])=[CH:17][C:15]=1[NH2:16]. No catalyst specified. The product is [Br:1][C:2]1[CH:3]=[CH:4][C:5]([OH:11])=[C:6]([CH:10]=1)[C:7]([NH:16][C:15]1[CH:17]=[C:18]([C:21]([F:22])([F:23])[F:24])[CH:19]=[CH:20][C:14]=1[C:13]([F:12])([F:25])[F:26])=[O:9]. The yield is 0.240. (9) The reactants are [CH2:1]([N:7]1[CH2:12][CH:11]2[CH:9]([C:10]2([CH3:43])[C:13]2[CH:18]=[CH:17][CH:16]=[C:15]([C:19]3[N:23](C(C4C=CC=CC=4)(C4C=CC=CC=4)C4C=CC=CC=4)[CH:22]=[N:21][CH:20]=3)[CH:14]=2)[C:8]1=[O:44])[CH2:2][CH2:3][CH2:4][CH2:5][CH3:6].Cl.C(=O)([O-])O.[Na+].ClCCl. The catalyst is CO. The product is [CH2:1]([N:7]1[CH2:12][CH:11]2[CH:9]([C:10]2([C:13]2[CH:18]=[CH:17][CH:16]=[C:15]([C:19]3[NH:23][CH:22]=[N:21][CH:20]=3)[CH:14]=2)[CH3:43])[C:8]1=[O:44])[CH2:2][CH2:3][CH2:4][CH2:5][CH3:6]. The yield is 0.660.